From a dataset of Catalyst prediction with 721,799 reactions and 888 catalyst types from USPTO. Predict which catalyst facilitates the given reaction. (1) Product: [NH:18]1[C:19]2[C:15](=[CH:14][CH:13]=[C:12]([NH:11][C:4]3[N:3]=[C:2]([NH:32][CH:29]4[CH2:30][CH2:31][N:26]([S:23]([CH3:22])(=[O:25])=[O:24])[CH2:27][CH2:28]4)[N:7]=[C:6]([CH2:8][CH2:9][CH3:10])[N:5]=3)[CH:20]=2)[CH:16]=[N:17]1. The catalyst class is: 10. Reactant: Cl[C:2]1[N:7]=[C:6]([CH2:8][CH2:9][CH3:10])[N:5]=[C:4]([NH:11][C:12]2[CH:20]=[C:19]3[C:15]([CH:16]=[N:17][NH:18]3)=[CH:14][CH:13]=2)[N:3]=1.Cl.[CH3:22][S:23]([N:26]1[CH2:31][CH2:30][CH:29]([NH2:32])[CH2:28][CH2:27]1)(=[O:25])=[O:24].C(N(CC)CC)C. (2) Reactant: [C:1]([CH:3]([C:10]1[CH:15]=[CH:14][CH:13]=[CH:12][CH:11]=1)[CH2:4][C:5]([O:7][CH2:8][CH3:9])=[O:6])#[N:2].[ClH:16]. Product: [ClH:16].[NH2:2][CH2:1][CH:3]([C:10]1[CH:11]=[CH:12][CH:13]=[CH:14][CH:15]=1)[CH2:4][C:5]([O:7][CH2:8][CH3:9])=[O:6]. The catalyst class is: 29. (3) Reactant: [Li]CCCC.C(NC(C)C)(C)C.[Cl:13][C:14]1[CH:19]=[CH:18][C:17]([Cl:20])=[CH:16][N:15]=1.CON(C)[C:24](=[O:26])[CH3:25]. Product: [Cl:13][C:14]1[CH:19]=[C:18]([C:24](=[O:26])[CH3:25])[C:17]([Cl:20])=[CH:16][N:15]=1. The catalyst class is: 1. (4) Product: [CH2:1]([O:8][C:9]([N:11]1[CH2:15][CH:14]([OH:16])[CH2:13][CH:12]1[CH2:28][C:29]1[C:37]2[C:32](=[N:33][CH:34]=[CH:35][CH:36]=2)[NH:31][CH:30]=1)=[O:10])[C:2]1[CH:3]=[CH:4][CH:5]=[CH:6][CH:7]=1. The catalyst class is: 100. Reactant: [CH2:1]([O:8][C:9]([N:11]1[CH2:15][CH:14]([O:16]C(=O)C2C=CC([N+]([O-])=O)=CC=2)[CH2:13][CH:12]1[CH2:28][C:29]1[C:37]2[C:32](=[N:33][CH:34]=[CH:35][CH:36]=2)[NH:31][CH:30]=1)=[O:10])[C:2]1[CH:7]=[CH:6][CH:5]=[CH:4][CH:3]=1.[OH-].[Na+].